This data is from Reaction yield outcomes from USPTO patents with 853,638 reactions. The task is: Predict the reaction yield, written as a fraction of the theoretical maximum amount of product (1.0 means a 100% yield; for example, 0.34 means a 34% yield). (1) The reactants are Br[C:2]1[CH:3]=[C:4]2[C:8](=[CH:9][CH:10]=1)[N:7]([CH2:11][CH3:12])[N:6]=[CH:5]2.C([Li])CCC.[B:18](OC(C)C)([O:23]C(C)C)[O:19]C(C)C. The catalyst is O1CCCC1.CCCCCC. The product is [CH2:11]([N:7]1[C:8]2[C:4](=[CH:3][C:2]([B:18]([OH:23])[OH:19])=[CH:10][CH:9]=2)[CH:5]=[N:6]1)[CH3:12]. The yield is 0.890. (2) The reactants are C([N:4]1[CH2:9][CH2:8][C:7]2[N:10]([CH3:20])[N:11]=[C:12]([C:13]3[CH:18]=[CH:17][CH:16]=[C:15]([Cl:19])[CH:14]=3)[C:6]=2[CH2:5]1)(=O)C.C([O-])(O)=O.[Na+]. The catalyst is Cl. The product is [Cl:19][C:15]1[CH:14]=[C:13]([C:12]2[C:6]3[CH2:5][NH:4][CH2:9][CH2:8][C:7]=3[N:10]([CH3:20])[N:11]=2)[CH:18]=[CH:17][CH:16]=1. The yield is 0.880. (3) The reactants are [F:1][C:2]([F:9])([F:8])[C:3](OCC)=O.C[O-].[Na+].[C:13]([C:16]1[C:21](=[O:22])[CH:20]=[CH:19][N:18]([C:23]2[CH:28]=[CH:27][CH:26]=[C:25]([C:29]([F:32])([F:31])[F:30])[CH:24]=2)[N:17]=1)(=O)[CH3:14].[C:33]1([NH:39][NH2:40])[CH:38]=[CH:37][CH:36]=[CH:35][CH:34]=1. The catalyst is C(OC)(C)(C)C.C1COCC1.Cl.CC(O)=O. The product is [C:33]1([N:39]2[C:13]([C:16]3[C:21](=[O:22])[CH:20]=[CH:19][N:18]([C:23]4[CH:28]=[CH:27][CH:26]=[C:25]([C:29]([F:32])([F:31])[F:30])[CH:24]=4)[N:17]=3)=[CH:14][C:3]([C:2]([F:1])([F:8])[F:9])=[N:40]2)[CH:38]=[CH:37][CH:36]=[CH:35][CH:34]=1. The yield is 0.0200. (4) The yield is 0.810. The reactants are Br[C:2]1[C:3]([O:21]C)=[CH:4][C:5]([O:19]C)=[C:6]([C:8]2[C:12]3[CH:13]=[CH:14][C:15]([O:17]C)=[CH:16][C:11]=3[O:10][N:9]=2)[CH:7]=1.[Li][CH2:24]CCC.IC.B(Br)(Br)Br. The product is [OH:17][C:15]1[CH:14]=[CH:13][C:12]2[C:8]([C:6]3[CH:7]=[C:2]([CH3:24])[C:3]([OH:21])=[CH:4][C:5]=3[OH:19])=[N:9][O:10][C:11]=2[CH:16]=1. The catalyst is C1COCC1.